From a dataset of Full USPTO retrosynthesis dataset with 1.9M reactions from patents (1976-2016). Predict the reactants needed to synthesize the given product. Given the product [C:3]([O:7][C:8](=[O:29])[N:9]([CH3:30])[C:10]1[S:11][C:12]([C:15]2[CH:20]=[CH:19][N:18]=[C:17]([NH:21][C:22]3[CH:23]=[C:24]([CH3:28])[CH:25]=[CH:26][CH:27]=3)[N:16]=2)=[CH:13][CH:14]=1)([CH3:6])([CH3:5])[CH3:4], predict the reactants needed to synthesize it. The reactants are: [H-].[Na+].[C:3]([O:7][C:8](=[O:29])[NH:9][C:10]1[S:11][C:12]([C:15]2[CH:20]=[CH:19][N:18]=[C:17]([NH:21][C:22]3[CH:23]=[C:24]([CH3:28])[CH:25]=[CH:26][CH:27]=3)[N:16]=2)=[CH:13][CH:14]=1)([CH3:6])([CH3:5])[CH3:4].[CH2:30]1COCC1.